Dataset: CYP2C19 inhibition data for predicting drug metabolism from PubChem BioAssay. Task: Regression/Classification. Given a drug SMILES string, predict its absorption, distribution, metabolism, or excretion properties. Task type varies by dataset: regression for continuous measurements (e.g., permeability, clearance, half-life) or binary classification for categorical outcomes (e.g., BBB penetration, CYP inhibition). Dataset: cyp2c19_veith. (1) The compound is CC(=O)OC[C@@H]1O[C@@H](O/N=C2/C[C@@H](O)[C@@H](O)[C@H]3[C@H]2CC[C@H]2C(=O)N(c4ccc(F)cc4F)C(=O)[C@H]32)[C@H](OC(C)=O)[C@H](OC(C)=O)[C@@H]1OC(C)=O. The result is 0 (non-inhibitor). (2) The drug is O=C(CSCc1ccc(Cl)cc1)Nc1ccc2c(c1)OCCO2. The result is 1 (inhibitor). (3) The drug is Cc1cc([N+](=O)[O-])ccc1NCc1ccccc1. The result is 1 (inhibitor). (4) The drug is N[C@@H](CP(=O)(O)O)C(=O)O. The result is 0 (non-inhibitor). (5) The drug is OC1(c2ccc(OC(F)F)cc2)CSC(=Nc2cccnc2)N1C1CC1. The result is 1 (inhibitor).